From a dataset of Forward reaction prediction with 1.9M reactions from USPTO patents (1976-2016). Predict the product of the given reaction. (1) Given the reactants [F:1][C:2]1[CH:7]=[C:6](I)[CH:5]=[CH:4][C:3]=1[NH:9][S:10]([CH3:13])(=[O:12])=[O:11].[B:14]1([B:14]2[O:18][C:17]([CH3:20])([CH3:19])[C:16]([CH3:22])([CH3:21])[O:15]2)[O:18][C:17]([CH3:20])([CH3:19])[C:16]([CH3:22])([CH3:21])[O:15]1.C([O-])(=O)C.[K+], predict the reaction product. The product is: [F:1][C:2]1[CH:7]=[C:6]([B:14]2[O:18][C:17]([CH3:20])([CH3:19])[C:16]([CH3:22])([CH3:21])[O:15]2)[CH:5]=[CH:4][C:3]=1[NH:9][S:10]([CH3:13])(=[O:12])=[O:11]. (2) Given the reactants [NH:1]([C:3]1[CH:17]=[CH:16][CH:15]=[CH:14][C:4]=1[O:5][C:6]1[CH:11]=[CH:10][C:9]([CH3:12])=[CH:8][C:7]=1[OH:13])[NH2:2].[CH3:18][S:19][C:20](SC)=[N:21][C:22]#[N:23], predict the reaction product. The product is: [NH2:23][C:22]1[N:1]([C:3]2[CH:17]=[CH:16][CH:15]=[CH:14][C:4]=2[O:5][C:6]2[CH:11]=[CH:10][C:9]([CH3:12])=[CH:8][C:7]=2[OH:13])[N:2]=[C:20]([S:19][CH3:18])[N:21]=1. (3) Given the reactants [F:1][C:2]1[C:3]([NH:22][CH2:23][CH:24]2[CH2:28][CH2:27][CH2:26][N:25]2[C:29](=[O:33])[CH2:30][C:31]#[N:32])=[N:4][C:5]([NH:8][C:9]2[CH:10]=[N:11][C:12]([N:15]3[CH2:20][CH2:19][N:18]([CH3:21])[CH2:17][CH2:16]3)=[CH:13][CH:14]=2)=[N:6][CH:7]=1.[CH:34]1([CH:37]=O)[CH2:36][CH2:35]1.C(O)(=O)C.N1CCCCC1, predict the reaction product. The product is: [CH:34]1([CH:37]=[C:30]([C:29]([N:25]2[CH2:26][CH2:27][CH2:28][CH:24]2[CH2:23][NH:22][C:3]2[C:2]([F:1])=[CH:7][N:6]=[C:5]([NH:8][C:9]3[CH:10]=[N:11][C:12]([N:15]4[CH2:16][CH2:17][N:18]([CH3:21])[CH2:19][CH2:20]4)=[CH:13][CH:14]=3)[N:4]=2)=[O:33])[C:31]#[N:32])[CH2:36][CH2:35]1. (4) Given the reactants FC(F)(F)C(O)=O.[CH3:8][C:9]([NH:18][C:19](=[O:42])[CH2:20][CH2:21][C:22]1[CH:27]=[CH:26][C:25]([C:28]2[CH:33]=[CH:32][C:31]([CH2:34][CH2:35][N:36]3[CH2:40][CH2:39][CH2:38][C@H:37]3[CH3:41])=[CH:30][CH:29]=2)=[CH:24][CH:23]=1)([CH3:17])[C:10]([O:12]C(C)(C)C)=[O:11].Cl.O1CCOCC1, predict the reaction product. The product is: [CH3:17][C:9]([NH:18][C:19](=[O:42])[CH2:20][CH2:21][C:22]1[CH:27]=[CH:26][C:25]([C:28]2[CH:29]=[CH:30][C:31]([CH2:34][CH2:35][N:36]3[CH2:40][CH2:39][CH2:38][C@H:37]3[CH3:41])=[CH:32][CH:33]=2)=[CH:24][CH:23]=1)([CH3:8])[C:10]([OH:12])=[O:11]. (5) Given the reactants CC1C=NC2C(C=1C)=CC=C1C=2N=CC(C)=C1C.[CH:19]1([N:23]2[CH2:29][CH2:28][CH2:27][N:26]([C:30]([N:32]3[CH2:35][CH:34]([OH:36])[CH2:33]3)=[O:31])[CH2:25][CH2:24]2)[CH2:22][CH2:21][CH2:20]1.[Cl:37][C:38]1[CH:43]=[CH:42][C:41](I)=[C:40]([F:45])[CH:39]=1, predict the reaction product. The product is: [Cl:37][C:38]1[CH:43]=[CH:42][C:41]([O:36][CH:34]2[CH2:33][N:32]([C:30]([N:26]3[CH2:27][CH2:28][CH2:29][N:23]([CH:19]4[CH2:22][CH2:21][CH2:20]4)[CH2:24][CH2:25]3)=[O:31])[CH2:35]2)=[C:40]([F:45])[CH:39]=1. (6) Given the reactants Br[C:2]1[CH:33]=[CH:32][C:5]([CH2:6][N:7]([C:21]2[C:26]([Cl:27])=[CH:25][C:24]([C:28]([F:31])([F:30])[F:29])=[CH:23][N:22]=2)[S:8]([C:11]2[CH:20]=[CH:19][C:14]([C:15]([O:17]C)=[O:16])=[CH:13][CH:12]=2)(=[O:10])=[O:9])=[CH:4][CH:3]=1.[C:34]1(B(O)O)[CH:39]=[CH:38][CH:37]=[CH:36][CH:35]=1, predict the reaction product. The product is: [C:2]1([C:34]2[CH:39]=[CH:38][CH:37]=[CH:36][CH:35]=2)[CH:33]=[CH:32][C:5]([CH2:6][N:7]([C:21]2[C:26]([Cl:27])=[CH:25][C:24]([C:28]([F:30])([F:29])[F:31])=[CH:23][N:22]=2)[S:8]([C:11]2[CH:20]=[CH:19][C:14]([C:15]([OH:17])=[O:16])=[CH:13][CH:12]=2)(=[O:10])=[O:9])=[CH:4][CH:3]=1. (7) Given the reactants CC(OI1(OC(C)=O)(OC(C)=O)OC(=O)C2C=CC=CC1=2)=O.[Cl:23][C:24]1[CH:32]=[C:31]2[C:27]([CH:28]=[C:29]([CH2:40][OH:41])[N:30]2[C:33]2[CH:38]=[CH:37][CH:36]=[C:35]([F:39])[CH:34]=2)=[CH:26][CH:25]=1, predict the reaction product. The product is: [Cl:23][C:24]1[CH:32]=[C:31]2[C:27]([CH:28]=[C:29]([CH:40]=[O:41])[N:30]2[C:33]2[CH:38]=[CH:37][CH:36]=[C:35]([F:39])[CH:34]=2)=[CH:26][CH:25]=1. (8) Given the reactants [CH3:1][C:2]1[CH:3]=[C:4]([C:8](=O)[CH3:9])[CH:5]=[CH:6][CH:7]=1.[C-:11]#[N:12].[K+].[NH4+:14].[OH-:15].[OH2:16].[CH2:17](O)C, predict the reaction product. The product is: [CH3:9][C:8]1([C:4]2[CH:5]=[CH:6][CH:7]=[C:2]([CH3:1])[CH:3]=2)[NH:14][C:17](=[O:15])[NH:12][C:11]1=[O:16]. (9) Given the reactants [CH2:1]([O:3][C:4]1[CH:9]=[CH:8][C:7]([NH:10][C:11]2[C:16]([F:17])=[CH:15][N:14]=[C:13]([NH:18][C:19]3[CH:24]=[CH:23][C:22]4[O:25][CH2:26][CH2:27][O:28][C:21]=4[CH:20]=3)N=2)=[CH:6][CH:5]=1)[CH3:2].ClC1N=C(NC2C=CC(OCCCC)=CC=2)[C:33](F)=[CH:32]N=1.[CH2:49]1COC2C=CC(N)=CC=2O1, predict the reaction product. The product is: [CH2:1]([O:3][C:4]1[CH:9]=[CH:8][C:7]([NH:10][C:11]2[C:16]([F:17])=[CH:15][N:14]=[C:13]([NH:18][C:19]3[CH:24]=[CH:23][C:22]4[O:25][CH2:26][CH2:27][O:28][C:21]=4[CH:20]=3)[CH:49]=2)=[CH:6][CH:5]=1)[CH2:2][CH2:32][CH3:33].